From a dataset of Reaction yield outcomes from USPTO patents with 853,638 reactions. Predict the reaction yield, written as a fraction of the theoretical maximum amount of product (1.0 means a 100% yield; for example, 0.34 means a 34% yield). (1) The reactants are [S:1]1[CH:5]=[CH:4][N:3]=[C:2]1[C:6]1[CH:7]=[C:8]([CH:11]=[CH:12][CH:13]=1)[CH:9]=O.C(OC)(OC)OC.[CH:21]([NH2:24])([CH3:23])[CH3:22].[BH4-].[Na+]. The catalyst is C1COCC1. The product is [S:1]1[CH:5]=[CH:4][N:3]=[C:2]1[C:6]1[CH:7]=[C:8]([CH:11]=[CH:12][CH:13]=1)[CH2:9][NH:24][CH:21]([CH3:23])[CH3:22]. The yield is 0.800. (2) The reactants are [CH2:1]([N:8]1[CH:17]=[C:16](Br)[C:15]2[C:10](=[CH:11][CH:12]=[CH:13][CH:14]=2)[C:9]1=[O:19])[C:2]1[CH:7]=[CH:6][CH:5]=[CH:4][CH:3]=1.[CH3:20][O:21][C:22]1[CH:23]=[C:24]([CH:26]=[C:27]([O:31][CH3:32])[C:28]=1[O:29][CH3:30])[NH2:25].C1C=CC(P(C2C(C3C(P(C4C=CC=CC=4)C4C=CC=CC=4)=CC=C4C=3C=CC=C4)=C3C(C=CC=C3)=CC=2)C2C=CC=CC=2)=CC=1.CC(C)([O-])C.[Na+]. The catalyst is C1(C)C=CC=CC=1.O.C1C=CC(/C=C/C(/C=C/C2C=CC=CC=2)=O)=CC=1.C1C=CC(/C=C/C(/C=C/C2C=CC=CC=2)=O)=CC=1.C1C=CC(/C=C/C(/C=C/C2C=CC=CC=2)=O)=CC=1.[Pd].[Pd]. The product is [CH2:1]([N:8]1[CH:17]=[C:16]([NH:25][C:24]2[CH:26]=[C:27]([O:31][CH3:32])[C:28]([O:29][CH3:30])=[C:22]([O:21][CH3:20])[CH:23]=2)[C:15]2[C:10](=[CH:11][CH:12]=[CH:13][CH:14]=2)[C:9]1=[O:19])[C:2]1[CH:7]=[CH:6][CH:5]=[CH:4][CH:3]=1. The yield is 0.280. (3) The reactants are [C:1]([C:3]1[CH:4]=[CH:5][C:6]([C:9]2[N:13]([C:14]3[CH:15]=[N:16][C:17]([O:20][CH3:21])=[CH:18][CH:19]=3)[N:12]=[C:11]([C:22]([OH:24])=O)[CH:10]=2)=[N:7][CH:8]=1)#[N:2].[CH2:25]([NH:27][CH3:28])[CH3:26]. No catalyst specified. The product is [CH2:25]([N:27]([CH3:28])[C:22]([C:11]1[CH:10]=[C:9]([C:6]2[CH:5]=[CH:4][C:3]([C:1]#[N:2])=[CH:8][N:7]=2)[N:13]([C:14]2[CH:15]=[N:16][C:17]([O:20][CH3:21])=[CH:18][CH:19]=2)[N:12]=1)=[O:24])[CH3:26]. The yield is 0.722. (4) The product is [CH3:15][CH:13]([CH2:12][C@H:11]([CH2:10][NH2:9])[CH2:16][C:17]([OH:27])=[O:29])[CH3:14]. The reactants are S(=O)(=O)(O)O.COC(=O)[NH:9][CH2:10][C@H:11]([CH2:16][C:17](=[O:27])N[C@H](C1C=CC=CC=1)C)[CH2:12][CH:13]([CH3:15])[CH3:14].[OH-:29].[Na+]. No catalyst specified. The yield is 0.404. (5) The reactants are OC(C(F)(F)F)=O.[Cl:8][C:9]1[CH:14]=[CH:13][CH:12]=[CH:11][C:10]=1[S:15]([C@H:18]1[CH2:22][CH2:21][NH:20][CH2:19]1)(=[O:17])=[O:16].[Cl:23][C:24]1[N:29]=[C:28](Cl)[CH:27]=[CH:26][N:25]=1.[F-].[K+]. The catalyst is C(#N)C. The product is [Cl:23][C:24]1[N:29]=[C:28]([N:20]2[CH2:21][CH2:22][C@H:18]([S:15]([C:10]3[CH:11]=[CH:12][CH:13]=[CH:14][C:9]=3[Cl:8])(=[O:16])=[O:17])[CH2:19]2)[CH:27]=[CH:26][N:25]=1. The yield is 0.360.